From a dataset of Peptide-MHC class II binding affinity with 134,281 pairs from IEDB. Regression. Given a peptide amino acid sequence and an MHC pseudo amino acid sequence, predict their binding affinity value. This is MHC class II binding data. (1) The peptide sequence is GATPEAKFDSFVASL. The MHC is HLA-DPA10201-DPB11401 with pseudo-sequence HLA-DPA10201-DPB11401. The binding affinity (normalized) is 0.481. (2) The peptide sequence is MELQIVDKIDAAFKI. The MHC is DRB1_1201 with pseudo-sequence DRB1_1201. The binding affinity (normalized) is 0.601. (3) The peptide sequence is IHVLTTPGLNHAFSS. The MHC is H-2-IAb with pseudo-sequence H-2-IAb. The binding affinity (normalized) is 0.734. (4) The peptide sequence is LFKYDINIYSANL. The MHC is DRB4_0101 with pseudo-sequence DRB4_0103. The binding affinity (normalized) is 0.238. (5) The peptide sequence is GKLIHEWCCRSCTLP. The MHC is DRB4_0101 with pseudo-sequence DRB4_0103. The binding affinity (normalized) is 0.296. (6) The peptide sequence is EPLQGPFNFRFLTEKGMKNV. The MHC is HLA-DQA10101-DQB10501 with pseudo-sequence HLA-DQA10101-DQB10501. The binding affinity (normalized) is 0.232. (7) The peptide sequence is QMRSMPFLRKTRWTF. The MHC is DRB3_0101 with pseudo-sequence DRB3_0101. The binding affinity (normalized) is 0.310. (8) The MHC is H-2-IAb with pseudo-sequence H-2-IAb. The peptide sequence is IISTFHLSIPNFNQY. The binding affinity (normalized) is 0.398.